This data is from Reaction yield outcomes from USPTO patents with 853,638 reactions. The task is: Predict the reaction yield, written as a fraction of the theoretical maximum amount of product (1.0 means a 100% yield; for example, 0.34 means a 34% yield). (1) The reactants are CO[C:3]([CH2:5][CH2:6][C@H:7]([NH2:11])[C:8]([OH:10])=[O:9])=[O:4].C(CC(=O)C)(=O)C.C(O)(=O)C.[CH2:23]([NH2:25])[CH3:24]. The catalyst is C1(C)C=CC=CC=1. The product is [NH2:11][C@H:7]([C:8]([OH:10])=[O:9])[CH2:6][CH2:5][C:3]([NH:25][CH2:23][CH3:24])=[O:4]. The yield is 0.0550. (2) The reactants are [CH2:1]([C:3]1[CH:8]=[CH:7][C:6]([C:9]2[C:18]3[C:13](=[CH:14][CH:15]=[C:16]([C:19]#[C:20][C:21]4[CH:31]=[CH:30][C:24]([C:25]([O:27]CC)=[O:26])=[CH:23][CH:22]=4)[CH:17]=3)[S:12][C:11]([CH3:33])([CH3:32])[CH:10]=2)=[CH:5][CH:4]=1)[CH3:2].[OH-].[Na+].Cl. The catalyst is C1COCC1.CCO. The product is [CH2:1]([C:3]1[CH:4]=[CH:5][C:6]([C:9]2[C:18]3[C:13](=[CH:14][CH:15]=[C:16]([C:19]#[C:20][C:21]4[CH:22]=[CH:23][C:24]([C:25]([OH:27])=[O:26])=[CH:30][CH:31]=4)[CH:17]=3)[S:12][C:11]([CH3:32])([CH3:33])[CH:10]=2)=[CH:7][CH:8]=1)[CH3:2]. The yield is 0.890. (3) The reactants are CO[C:3](=[O:23])[C:4]1[CH:9]=[CH:8][C:7]([O:10][CH2:11][C:12]2[C:13]([C:17]3[CH:22]=[CH:21][CH:20]=[CH:19][CH:18]=3)=[N:14][O:15][CH:16]=2)=[N:6][CH:5]=1.COC(=O)C1C=CC(OC[C:35]2[C:36]([C:41]3C=CC=CC=3F)=[N:37]OC=2C)=NC=1.C(N)(C)C. No catalyst specified. The product is [CH:36]([NH:37][C:3](=[O:23])[C:4]1[CH:9]=[CH:8][C:7]([O:10][CH2:11][C:12]2[C:13]([C:17]3[CH:18]=[CH:19][CH:20]=[CH:21][CH:22]=3)=[N:14][O:15][CH:16]=2)=[N:6][CH:5]=1)([CH3:41])[CH3:35]. The yield is 0.810. (4) The reactants are [F:1][C:2]1[CH:11]=[C:10]2[C:5]([C:6]([O:13][CH3:14])=[CH:7][NH:8][C:9]2=O)=[CH:4][C:3]=1[O:15][CH3:16].O=P(Cl)(Cl)[Cl:19]. No catalyst specified. The product is [Cl:19][C:9]1[C:10]2[C:5](=[CH:4][C:3]([O:15][CH3:16])=[C:2]([F:1])[CH:11]=2)[C:6]([O:13][CH3:14])=[CH:7][N:8]=1. The yield is 0.243. (5) The reactants are [Br:1][C:2]1[N:7]=[CH:6][C:5]2[CH:8]=[C:9]([C:11]3[CH:12]=[N:13][N:14]([CH3:16])[CH:15]=3)[NH:10][C:4]=2[CH:3]=1.Br[C:18]1[CH:23]=[CH:22][CH:21]=[CH:20][N:19]=1.C(=O)([O-])[O-].[K+].[K+]. The catalyst is CC(N(C)C)=O.C(OCC)(=O)C.[Cu]I. The product is [Br:1][C:2]1[N:7]=[CH:6][C:5]2[CH:8]=[C:9]([C:11]3[CH:12]=[N:13][N:14]([CH3:16])[CH:15]=3)[N:10]([C:18]3[CH:23]=[CH:22][CH:21]=[CH:20][N:19]=3)[C:4]=2[CH:3]=1. The yield is 0.480. (6) The reactants are [F:1][C:2]1[C:3]([NH:17][C:18]2[CH:29]=[CH:28][CH:27]=[CH:26][C:19]=2[C:20]([NH:22][CH:23]([CH3:25])[CH3:24])=[O:21])=[N:4][C:5]([NH:8][C:9]2[CH:14]=[CH:13][C:12]([CH:15]=O)=[CH:11][CH:10]=2)=[N:6][CH:7]=1.[CH3:30][S:31]([CH2:34][CH2:35][NH2:36])(=[O:33])=[O:32]. The catalyst is C(Cl)Cl. The product is [F:1][C:2]1[C:3]([NH:17][C:18]2[CH:29]=[CH:28][CH:27]=[CH:26][C:19]=2[C:20]([NH:22][CH:23]([CH3:25])[CH3:24])=[O:21])=[N:4][C:5]([NH:8][C:9]2[CH:10]=[CH:11][C:12]([CH2:15][NH:36][CH2:35][CH2:34][S:31]([CH3:30])(=[O:33])=[O:32])=[CH:13][CH:14]=2)=[N:6][CH:7]=1. The yield is 0.200.